From a dataset of NCI-60 drug combinations with 297,098 pairs across 59 cell lines. Regression. Given two drug SMILES strings and cell line genomic features, predict the synergy score measuring deviation from expected non-interaction effect. (1) Drug 1: C1CC(C1)(C(=O)O)C(=O)O.[NH2-].[NH2-].[Pt+2]. Drug 2: CC12CCC3C(C1CCC2O)C(CC4=C3C=CC(=C4)O)CCCCCCCCCS(=O)CCCC(C(F)(F)F)(F)F. Cell line: NCI-H322M. Synergy scores: CSS=-2.68, Synergy_ZIP=1.90, Synergy_Bliss=-0.349, Synergy_Loewe=-4.70, Synergy_HSA=-4.56. (2) Drug 1: C1C(C(OC1N2C=C(C(=O)NC2=O)F)CO)O. Drug 2: CCC1=C2CN3C(=CC4=C(C3=O)COC(=O)C4(CC)O)C2=NC5=C1C=C(C=C5)O. Cell line: 786-0. Synergy scores: CSS=14.9, Synergy_ZIP=-9.41, Synergy_Bliss=-7.58, Synergy_Loewe=-15.8, Synergy_HSA=-6.94. (3) Drug 1: CN(CC1=CN=C2C(=N1)C(=NC(=N2)N)N)C3=CC=C(C=C3)C(=O)NC(CCC(=O)O)C(=O)O. Drug 2: CC1CCC2CC(C(=CC=CC=CC(CC(C(=O)C(C(C(=CC(C(=O)CC(OC(=O)C3CCCCN3C(=O)C(=O)C1(O2)O)C(C)CC4CCC(C(C4)OC)O)C)C)O)OC)C)C)C)OC. Cell line: HCT-15. Synergy scores: CSS=7.10, Synergy_ZIP=-4.84, Synergy_Bliss=-1.59, Synergy_Loewe=-5.01, Synergy_HSA=-0.850. (4) Synergy scores: CSS=31.2, Synergy_ZIP=-11.5, Synergy_Bliss=-3.51, Synergy_Loewe=-5.42, Synergy_HSA=-0.789. Drug 1: C1CN1C2=NC(=NC(=N2)N3CC3)N4CC4. Drug 2: C1=NC2=C(N1)C(=S)N=C(N2)N. Cell line: MALME-3M.